Dataset: Catalyst prediction with 721,799 reactions and 888 catalyst types from USPTO. Task: Predict which catalyst facilitates the given reaction. (1) Reactant: [CH:1]([NH:4][C:5]1[CH:6]=[C:7]([CH:13]=[C:14]([CH3:16])[N:15]=1)[C:8]([O:10]CC)=[O:9])([CH3:3])[CH3:2]. Product: [CH:1]([NH:4][C:5]1[CH:6]=[C:7]([CH:13]=[C:14]([CH3:16])[N:15]=1)[C:8]([OH:10])=[O:9])([CH3:3])[CH3:2]. The catalyst class is: 33. (2) Reactant: Cl[C:2]1[CH:7]=[C:6]([OH:8])[CH:5]=[CH:4][C:3]=1[C:9]1[O:10][C:11]2[C:17](I)=[CH:16][C:15]([OH:19])=[CH:14][C:12]=2[N:13]=1.[C:20]([Cu])#[N:21].[CH3:23][N:24](C=O)C. Product: [C:23]([C:2]1[CH:7]=[C:6]([OH:8])[CH:5]=[CH:4][C:3]=1[C:9]1[O:10][C:11]2[C:17]([C:20]#[N:21])=[CH:16][C:15]([OH:19])=[CH:14][C:12]=2[N:13]=1)#[N:24]. The catalyst class is: 13.